From a dataset of Forward reaction prediction with 1.9M reactions from USPTO patents (1976-2016). Predict the product of the given reaction. (1) Given the reactants [Cr](O[Cr]([O-])(=O)=O)([O-])(=O)=O.[K+].[K+].O.S(=O)(=O)(O)O.[Cl:18][CH2:19][CH2:20][CH2:21][O:22][C:23]1[CH:28]=[CH:27][C:26]([CH:29]([OH:31])[CH3:30])=[CH:25][C:24]=1[O:32][CH3:33], predict the reaction product. The product is: [Cl:18][CH2:19][CH2:20][CH2:21][O:22][C:23]1[CH:28]=[CH:27][C:26]([C:29](=[O:31])[CH3:30])=[CH:25][C:24]=1[O:32][CH3:33]. (2) Given the reactants [CH3:1][O:2][C:3]([C:5]1[C@H:6]([C:11]([OH:13])=O)[CH2:7][C@H:8]([OH:10])[CH:9]=1)=[O:4].[C:14]([O:18][C:19]([C@@:21]1([NH2:26])[CH2:23][C@H:22]1[CH:24]=[CH2:25])=[O:20])([CH3:17])([CH3:16])[CH3:15].C(OC(N1C[C@H](O)C[C@H]1C(=O)N[C@@]1(C(OCC)=O)C[C@@H]1C=C)=O)(C)(C)C, predict the reaction product. The product is: [CH3:1][O:2][C:3]([C:5]1[CH:6]([C:11](=[O:13])[NH:26][C@:21]2([C:19]([O:18][C:14]([CH3:17])([CH3:16])[CH3:15])=[O:20])[CH2:23][C@H:22]2[CH:24]=[CH2:25])[CH2:7][CH:8]([OH:10])[CH:9]=1)=[O:4]. (3) Given the reactants [CH:1]1[C:11]2[CH2:10][CH2:9][C:8]3[CH:12]=[CH:13][CH:14]=[CH:15][C:7]=3[CH:6]([CH2:16][C:17]([OH:19])=O)[C:5]=2[CH:4]=[CH:3][CH:2]=1.Cl.[CH3:21][NH:22][O:23][CH3:24], predict the reaction product. The product is: [CH:12]1[C:8]2[CH2:9][CH2:10][C:11]3[CH:1]=[CH:2][CH:3]=[CH:4][C:5]=3[CH:6]([CH2:16][C:17]([N:22]([O:23][CH3:24])[CH3:21])=[O:19])[C:7]=2[CH:15]=[CH:14][CH:13]=1. (4) Given the reactants [N:1]#[C:2]Br.[Br:4][C:5]1[CH:6]=[N:7][CH:8]=[CH:9][C:10]=1[CH2:11][O:12][C:13]1[CH:14]=[N:15][C:16]([N:19]2[CH2:24][CH2:23][NH:22][CH2:21][CH2:20]2)=[N:17][CH:18]=1.C(N(CC)CC)C, predict the reaction product. The product is: [Br:4][C:5]1[CH:6]=[N:7][CH:8]=[CH:9][C:10]=1[CH2:11][O:12][C:13]1[CH:14]=[N:15][C:16]([N:19]2[CH2:20][CH2:21][N:22]([C:2]#[N:1])[CH2:23][CH2:24]2)=[N:17][CH:18]=1.